This data is from Peptide-MHC class I binding affinity with 185,985 pairs from IEDB/IMGT. The task is: Regression. Given a peptide amino acid sequence and an MHC pseudo amino acid sequence, predict their binding affinity value. This is MHC class I binding data. (1) The peptide sequence is SLIKYKKTL. The MHC is HLA-A02:02 with pseudo-sequence HLA-A02:02. The binding affinity (normalized) is 0.479. (2) The peptide sequence is IILAALFMY. The MHC is HLA-A68:01 with pseudo-sequence HLA-A68:01. The binding affinity (normalized) is 0.